Dataset: TCR-epitope binding with 47,182 pairs between 192 epitopes and 23,139 TCRs. Task: Binary Classification. Given a T-cell receptor sequence (or CDR3 region) and an epitope sequence, predict whether binding occurs between them. The epitope is RAKFKQLL. The TCR CDR3 sequence is CASSQGQGGNQPQHF. Result: 0 (the TCR does not bind to the epitope).